Task: Predict the reactants needed to synthesize the given product.. Dataset: Full USPTO retrosynthesis dataset with 1.9M reactions from patents (1976-2016) (1) Given the product [N:12]1([CH:10]2[CH2:11][NH:8][CH2:9]2)[CH2:15][CH:14]([OH:16])[CH2:13]1, predict the reactants needed to synthesize it. The reactants are: C(OC([N:8]1[CH2:11][CH:10]([N:12]2[CH2:15][CH:14]([OH:16])[CH2:13]2)[CH2:9]1)=O)(C)(C)C. (2) Given the product [NH2:17][CH2:16][C@@H:15]([NH:14][C:12]([C:9]1[S:10][CH:11]=[C:7]([C:6]2[N:5]([CH3:39])[N:4]=[CH:3][C:2]=2[Cl:1])[CH:8]=1)=[O:13])[CH2:28][C:29]1[CH:34]=[CH:33][CH:32]=[CH:31][C:30]=1[C:35]([F:38])([F:37])[F:36], predict the reactants needed to synthesize it. The reactants are: [Cl:1][C:2]1[CH:3]=[N:4][N:5]([CH3:39])[C:6]=1[C:7]1[CH:8]=[C:9]([C:12]([NH:14][C@@H:15]([CH2:28][C:29]2[CH:34]=[CH:33][CH:32]=[CH:31][C:30]=2[C:35]([F:38])([F:37])[F:36])[CH2:16][N:17]2C(=O)C3C(=CC=CC=3)C2=O)=[O:13])[S:10][CH:11]=1.NN. (3) Given the product [ClH:1].[Cl:1][C:2]1[C:11]([NH:12][S:13]([C:16]([F:19])([F:17])[F:18])(=[O:14])=[O:15])=[CH:10][C:9]([Cl:20])=[CH:8][C:3]=1[C:4]([OH:6])=[O:5], predict the reactants needed to synthesize it. The reactants are: [Cl:1][C:2]1[C:11]([NH:12][S:13]([C:16]([F:19])([F:18])[F:17])(=[O:15])=[O:14])=[CH:10][C:9]([Cl:20])=[CH:8][C:3]=1[C:4]([O:6]C)=[O:5].[OH-].[Na+].Cl. (4) Given the product [F:1][C:2]1[CH:3]=[CH:4][C:5]2[N:6]([CH:8]=[C:9]([C:11]([NH:13][C@H:14]3[CH2:19][CH2:18][C@@H:17]([N:20]4[C:25](=[O:26])[C:24]5[CH:27]=[C:28]([F:31])[CH:29]=[N:30][C:23]=5[N:22]([C:32]5[CH:33]=[C:34]([C:38]6[CH:43]=[CH:42][C:41]([CH2:52][NH:47][C@H:48]([CH3:51])[CH2:49][OH:50])=[CH:40][CH:39]=6)[CH:35]=[CH:36][CH:37]=5)[C:21]4=[O:46])[CH2:16][CH2:15]3)=[O:12])[N:10]=2)[CH:7]=1, predict the reactants needed to synthesize it. The reactants are: [F:1][C:2]1[CH:3]=[CH:4][C:5]2[N:6]([CH:8]=[C:9]([C:11]([NH:13][C@H:14]3[CH2:19][CH2:18][C@@H:17]([N:20]4[C:25](=[O:26])[C:24]5[CH:27]=[C:28]([F:31])[CH:29]=[N:30][C:23]=5[N:22]([C:32]5[CH:33]=[C:34]([C:38]6[CH:43]=[CH:42][C:41](C=O)=[CH:40][CH:39]=6)[CH:35]=[CH:36][CH:37]=5)[C:21]4=[O:46])[CH2:16][CH2:15]3)=[O:12])[N:10]=2)[CH:7]=1.[NH2:47][C@H:48]([CH3:51])[CH2:49][OH:50].[C:52](O[BH-](OC(=O)C)OC(=O)C)(=O)C.[Na+].